Dataset: Full USPTO retrosynthesis dataset with 1.9M reactions from patents (1976-2016). Task: Predict the reactants needed to synthesize the given product. Given the product [Br:8][CH2:39][CH:29]([F:28])[CH2:30][NH:31][C:32](=[O:38])[O:33][C:34]([CH3:37])([CH3:36])[CH3:35], predict the reactants needed to synthesize it. The reactants are: C1C(=O)N([Br:8])C(=O)C1.C1(P(C2C=CC=CC=2)C2C=CC=CC=2)C=CC=CC=1.[F:28][CH:29]([CH2:39]O)[CH2:30][NH:31][C:32](=[O:38])[O:33][C:34]([CH3:37])([CH3:36])[CH3:35].N1C=CC=CC=1.